From a dataset of Peptide-MHC class II binding affinity with 134,281 pairs from IEDB. Regression. Given a peptide amino acid sequence and an MHC pseudo amino acid sequence, predict their binding affinity value. This is MHC class II binding data. (1) The peptide sequence is FSNVYLFAKDKSGPL. The MHC is DRB1_1302 with pseudo-sequence DRB1_1302. The binding affinity (normalized) is 0.279. (2) The peptide sequence is AQIYQAVSAQAAAIH. The MHC is DRB1_0404 with pseudo-sequence DRB1_0404. The binding affinity (normalized) is 0.0442. (3) The peptide sequence is TRIPKIQQLVKEFFNGKEPS. The MHC is DRB1_0405 with pseudo-sequence DRB1_0405. The binding affinity (normalized) is 0.435.